From a dataset of Forward reaction prediction with 1.9M reactions from USPTO patents (1976-2016). Predict the product of the given reaction. (1) Given the reactants Cl.[NH:2]1[CH2:7][CH2:6][C:5](=[O:8])[CH2:4][CH2:3]1.[OH-].[Na+].[C:11](O[C:11]([O:13][C:14]([CH3:17])([CH3:16])[CH3:15])=[O:12])([O:13][C:14]([CH3:17])([CH3:16])[CH3:15])=[O:12], predict the reaction product. The product is: [C:14]([O:13][C:11]([N:2]1[CH2:7][CH2:6][C:5](=[O:8])[CH2:4][CH2:3]1)=[O:12])([CH3:17])([CH3:16])[CH3:15]. (2) Given the reactants Cl[CH2:2][CH2:3][CH2:4][CH2:5][C:6]1([CH2:17][CH3:18])[C:14]2[C:9](=[CH:10][C:11]([F:15])=[CH:12][CH:13]=2)[NH:8][C:7]1=[O:16].[O:19]1[C:24]2[CH:25]=[CH:26][CH:27]=[C:28]([N:29]3[CH2:34][CH2:33][NH:32][CH2:31][CH2:30]3)[C:23]=2[O:22][CH2:21][CH2:20]1, predict the reaction product. The product is: [O:19]1[C:24]2[CH:25]=[CH:26][CH:27]=[C:28]([N:29]3[CH2:34][CH2:33][N:32]([CH2:2][CH2:3][CH2:4][CH2:5][C:6]4([CH2:17][CH3:18])[C:14]5[C:9](=[CH:10][C:11]([F:15])=[CH:12][CH:13]=5)[NH:8][C:7]4=[O:16])[CH2:31][CH2:30]3)[C:23]=2[O:22][CH2:21][CH2:20]1. (3) Given the reactants [NH2:1][C@H:2]([C:8]([OH:10])=[O:9])[CH2:3][CH2:4][C:5](=[O:7])[NH2:6].[CH2:11]([C:18]1[CH:19]=[C:20]([N:24]=[C:25]=[O:26])[CH:21]=[CH:22][CH:23]=1)[C:12]1[CH:17]=[CH:16][CH:15]=[CH:14][CH:13]=1, predict the reaction product. The product is: [CH2:11]([C:18]1[CH:19]=[C:20]([NH:24][C:25]([NH:1][C@H:2]([C:8]([OH:10])=[O:9])[CH2:3][CH2:4][C:5](=[O:7])[NH2:6])=[O:26])[CH:21]=[CH:22][CH:23]=1)[C:12]1[CH:13]=[CH:14][CH:15]=[CH:16][CH:17]=1. (4) Given the reactants CO[C:3](=[O:16])[C:4]1[CH:9]=[CH:8][CH:7]=[C:6]([C:10]([F:13])([F:12])[F:11])[C:5]=1[CH2:14]Br.[CH3:17][O:18][C:19](=[O:28])[C@@H:20]([NH2:27])[CH2:21][CH:22]1[CH2:26][CH2:25][CH2:24][CH2:23]1.C(N(CC)CC)C.C(#N)C, predict the reaction product. The product is: [CH3:17][O:18][C:19](=[O:28])[C@@H:20]([N:27]1[CH2:14][C:5]2[C:4](=[CH:9][CH:8]=[CH:7][C:6]=2[C:10]([F:11])([F:12])[F:13])[C:3]1=[O:16])[CH2:21][CH:22]1[CH2:26][CH2:25][CH2:24][CH2:23]1. (5) The product is: [C:1]([C:5]1[N:10]=[CH:9][C:8]([C:11]2[NH:15][C:16]3[CH:17]=[N:18][C:19]([C:23]([CH3:25])([CH3:24])[CH3:26])=[CH:20][C:21]=3[N:12]=2)=[CH:7][N:6]=1)([CH3:4])([CH3:2])[CH3:3]. Given the reactants [C:1]([C:5]1[N:10]=[CH:9][C:8]([C:11]#[N:12])=[CH:7][N:6]=1)([CH3:4])([CH3:3])[CH3:2].Cl.Cl.[NH2:15][C:16]1[CH:17]=[N:18][C:19]([C:23]([CH3:26])([CH3:25])[CH3:24])=[CH:20][C:21]=1N.Cl.Cl.C1(N)C=CC=CC=1N.C(=O)([O-])[O-].[Na+].[Na+].C(=O)=O, predict the reaction product. (6) Given the reactants [CH:1]1([C:5]2[C:10]([OH:11])=[C:9]([F:12])[C:8]([C:13]3[CH:22]=[N:21][C:20]4[NH:19][CH2:18][CH2:17][O:16][C:15]=4[CH:14]=3)=[CH:7][CH:6]=2)[CH2:4][CH2:3][CH2:2]1.Br[CH2:24][C:25]1[CH:30]=[CH:29][CH:28]=[CH:27][CH:26]=1, predict the reaction product. The product is: [CH2:24]([O:11][C:10]1[C:9]([F:12])=[C:8]([C:13]2[CH:22]=[N:21][C:20]3[NH:19][CH2:18][CH2:17][O:16][C:15]=3[CH:14]=2)[CH:7]=[CH:6][C:5]=1[CH:1]1[CH2:2][CH2:3][CH2:4]1)[C:25]1[CH:30]=[CH:29][CH:28]=[CH:27][CH:26]=1.